From a dataset of Full USPTO retrosynthesis dataset with 1.9M reactions from patents (1976-2016). Predict the reactants needed to synthesize the given product. (1) Given the product [NH2:1][C:2]1[CH:7]=[CH:6][CH:5]=[CH:4][C:3]=1[S:8]([NH:11][C:12]1[CH:13]=[CH:14][CH:15]=[C:16]2[C:21]=1[N:20]=[CH:19][CH:18]=[C:17]2[O:22][CH3:23])(=[O:9])=[O:10], predict the reactants needed to synthesize it. The reactants are: [NH2:1][C:2]1[CH:7]=[CH:6][CH:5]=[CH:4][C:3]=1[S:8]([NH:11][C:12]1[C:13](Cl)=[CH:14][CH:15]=[C:16]2[C:21]=1[N:20]=[CH:19][CH:18]=[C:17]2[O:22][CH3:23])(=[O:10])=[O:9].C([O-])=O.[NH4+]. (2) Given the product [CH:21]1[C:22]2[C:23]3[NH:1][C:4]4[CH:9]=[CH:8][CH:7]=[CH:6][C:5]=4[C:10]=3[C:11]3[C:16](=[CH:15][CH:14]=[CH:13][CH:12]=3)[C:17]=2[CH:18]=[CH:19][CH:20]=1, predict the reactants needed to synthesize it. The reactants are: [N+:1]([C:4]1[CH:9]=[CH:8][CH:7]=[CH:6][C:5]=1[C:10]1[C:11]2[C:16]([C:17]3[CH:18]=[CH:19][CH:20]=[CH:21][C:22]=3[CH:23]=1)=[CH:15][CH:14]=[CH:13][CH:12]=2)([O-])=O.P(OCC)(OCC)(OCC)=O. (3) Given the product [CH3:19][NH:20][CH2:15][C:9]1([C:5]2[CH:6]=[CH:7][CH:8]=[C:3]([C:2]([F:18])([F:17])[F:1])[CH:4]=2)[CH2:14][CH2:13][CH2:12][CH2:11][CH2:10]1, predict the reactants needed to synthesize it. The reactants are: [F:1][C:2]([F:18])([F:17])[C:3]1[CH:4]=[C:5]([C:9]2([CH:15]=O)[CH2:14][CH2:13][CH2:12][CH2:11][CH2:10]2)[CH:6]=[CH:7][CH:8]=1.[CH3:19][NH2:20].